This data is from Full USPTO retrosynthesis dataset with 1.9M reactions from patents (1976-2016). The task is: Predict the reactants needed to synthesize the given product. (1) Given the product [CH3:1][C:2]1[CH:10]=[C:9]([CH3:11])[CH:8]=[CH:7][C:3]=1[C:4]([O:6][CH2:17][C:18]1[CH:19]=[CH:20][C:21]([CH:24]([CH2:25][NH:26][C:27]([O:28][C:29]([CH3:32])([CH3:31])[CH3:30])=[O:33])[C:34]([NH:36][C:37]2[CH:38]=[C:39]3[C:44](=[CH:45][CH:46]=2)[CH:43]=[N:42][CH:41]=[CH:40]3)=[O:35])=[CH:22][CH:23]=1)=[O:5], predict the reactants needed to synthesize it. The reactants are: [CH3:1][C:2]1[CH:10]=[C:9]([CH3:11])[CH:8]=[CH:7][C:3]=1[C:4]([OH:6])=[O:5].C(Cl)CCl.O[CH2:17][C:18]1[CH:23]=[CH:22][C:21]([CH:24]([C:34]([NH:36][C:37]2[CH:38]=[C:39]3[C:44](=[CH:45][CH:46]=2)[CH:43]=[N:42][CH:41]=[CH:40]3)=[O:35])[CH2:25][NH:26][C:27](=[O:33])[O:28][C:29]([CH3:32])([CH3:31])[CH3:30])=[CH:20][CH:19]=1. (2) The reactants are: C(OC([N:8]1[CH2:12][CH2:11][CH2:10][C@H:9]1[C:13]([O:15][C:16]1[CH:17]=[C:18]([CH:48]=[CH:49][C:50]=1[O:51][CH3:52])[C:19]([O:21][C@H:22]([C:33]1[CH:38]=[CH:37][C:36]([O:39][CH:40]([F:42])[F:41])=[C:35]([O:43][CH2:44][CH:45]2[CH2:47][CH2:46]2)[CH:34]=1)[CH2:23][C:24]1[C:29]([Cl:30])=[CH:28][N+:27]([O-:31])=[CH:26][C:25]=1[Cl:32])=[O:20])=[O:14])=O)(C)(C)C. Given the product [ClH:30].[Cl:32][C:25]1[CH:26]=[N+:27]([O-:31])[CH:28]=[C:29]([Cl:30])[C:24]=1[CH2:23][C@@H:22]([C:33]1[CH:38]=[CH:37][C:36]([O:39][CH:40]([F:42])[F:41])=[C:35]([O:43][CH2:44][CH:45]2[CH2:47][CH2:46]2)[CH:34]=1)[O:21][C:19](=[O:20])[C:18]1[CH:48]=[CH:49][C:50]([O:51][CH3:52])=[C:16]([O:15][C:13]([C@@H:9]2[CH2:10][CH2:11][CH2:12][NH:8]2)=[O:14])[CH:17]=1, predict the reactants needed to synthesize it.